This data is from Reaction yield outcomes from USPTO patents with 853,638 reactions. The task is: Predict the reaction yield, written as a fraction of the theoretical maximum amount of product (1.0 means a 100% yield; for example, 0.34 means a 34% yield). (1) The reactants are [F:1][C:2]([F:7])([F:6])[C:3]([OH:5])=[O:4].[CH2:8]([O:12][C:13]1([C:17]2[CH:22]=[CH:21][CH:20]=[CH:19][C:18]=2[CH3:23])[CH2:16][NH:15][CH2:14]1)[CH2:9][CH2:10][CH3:11].C(OC(N1CCC1)=O)(C)(C)C. The catalyst is ClCCl. The product is [F:1][C:2]([F:7])([F:6])[C:3]([OH:5])=[O:4].[CH2:8]([O:12][C:13]1([C:17]2[CH:22]=[CH:21][CH:20]=[CH:19][C:18]=2[CH3:23])[CH2:14][NH:15][CH2:16]1)[CH2:9][CH2:10][CH3:11]. The yield is 0.760. (2) The reactants are O.[CH3:2][N:3]1[C:8](=[O:9])[CH2:7][C:6](=O)[NH:5][C:4]1=[O:11].O=P(Cl)(Cl)[Cl:14]. No catalyst specified. The product is [Cl:14][C:6]1[NH:5][C:4](=[O:11])[N:3]([CH3:2])[C:8](=[O:9])[CH:7]=1. The yield is 0.716. (3) The reactants are C([O:3][C:4]([C:6]1[N:7]=[CH:8][N:9]([CH3:26])[C:10]=1[N:11](C(OC(C)(C)C)=O)[C:12]([O:14][C:15]([CH3:18])([CH3:17])[CH3:16])=[O:13])=[O:5])C.[Li+].[OH-]. The catalyst is C1COCC1.O. The product is [C:15]([O:14][C:12]([NH:11][C:10]1[N:9]([CH3:26])[CH:8]=[N:7][C:6]=1[C:4]([OH:5])=[O:3])=[O:13])([CH3:18])([CH3:16])[CH3:17]. The yield is 0.650. (4) The reactants are [N:1]1([C:6]([O:8][C:9]([CH3:12])([CH3:11])[CH3:10])=[O:7])[CH2:5][CH2:4][CH2:3][NH:2]1.[C:13](C1CC(=O)NC1=O)([O:15][CH2:16][CH:17]1[C:29]2[C:24](=[CH:25][CH:26]=[CH:27][CH:28]=2)[C:23]2[C:18]1=[CH:19][CH:20]=[CH:21][CH:22]=2)=[O:14]. The catalyst is ClCCl. The product is [N:2]1([C:13]([O:15][CH2:16][CH:17]2[C:18]3[CH:19]=[CH:20][CH:21]=[CH:22][C:23]=3[C:24]3[C:29]2=[CH:28][CH:27]=[CH:26][CH:25]=3)=[O:14])[CH2:3][CH2:4][CH2:5][N:1]1[C:6]([O:8][C:9]([CH3:12])([CH3:11])[CH3:10])=[O:7]. The yield is 0.940. (5) The reactants are [Cl:1][C:2]1[CH:10]=[CH:9][CH:8]=[C:7]2[C:3]=1[C:4]1([CH2:21][O:20][C:19]3[CH:22]=[C:23]4[C:27](=[CH:28][C:18]1=3)[CH2:26][CH2:25][O:24]4)[C:5](=[O:17])[N:6]2[CH2:11][C:12]([O:14]CC)=[O:13].O=C1C2(C3=CC4OCOC=4C=C3OC2)C2C(=CC=CC=2)N1CC(OCC)=O. No catalyst specified. The product is [Cl:1][C:2]1[CH:10]=[CH:9][CH:8]=[C:7]2[C:3]=1[C:4]1([CH2:21][O:20][C:19]3[CH:22]=[C:23]4[C:27](=[CH:28][C:18]1=3)[CH2:26][CH2:25][O:24]4)[C:5](=[O:17])[N:6]2[CH2:11][C:12]([OH:14])=[O:13]. The yield is 0.920. (6) The reactants are O.O.[Sn](Cl)(Cl)(Cl)Cl.[N+:8]([C:11]1[CH:16]=[CH:15][C:14]([C:17]([N:19]2[CH2:24][CH2:23][N:22]([C:25]3[CH:30]=[CH:29][CH:28]=[CH:27][CH:26]=3)[CH2:21][CH2:20]2)=[O:18])=[CH:13][CH:12]=1)([O-])=O. The catalyst is Cl.C(OCC)C. The product is [NH2:8][C:11]1[CH:12]=[CH:13][C:14]([C:17]([N:19]2[CH2:24][CH2:23][N:22]([C:25]3[CH:26]=[CH:27][CH:28]=[CH:29][CH:30]=3)[CH2:21][CH2:20]2)=[O:18])=[CH:15][CH:16]=1. The yield is 0.730.